Task: Regression. Given two drug SMILES strings and cell line genomic features, predict the synergy score measuring deviation from expected non-interaction effect.. Dataset: NCI-60 drug combinations with 297,098 pairs across 59 cell lines (1) Drug 1: C(CCl)NC(=O)N(CCCl)N=O. Drug 2: CC12CCC3C(C1CCC2OP(=O)(O)O)CCC4=C3C=CC(=C4)OC(=O)N(CCCl)CCCl.[Na+]. Cell line: SF-268. Synergy scores: CSS=28.4, Synergy_ZIP=-9.20, Synergy_Bliss=-4.20, Synergy_Loewe=-6.13, Synergy_HSA=-2.83. (2) Drug 1: CS(=O)(=O)C1=CC(=C(C=C1)C(=O)NC2=CC(=C(C=C2)Cl)C3=CC=CC=N3)Cl. Drug 2: CNC(=O)C1=NC=CC(=C1)OC2=CC=C(C=C2)NC(=O)NC3=CC(=C(C=C3)Cl)C(F)(F)F. Cell line: HCT-15. Synergy scores: CSS=14.7, Synergy_ZIP=-7.15, Synergy_Bliss=-6.17, Synergy_Loewe=-13.8, Synergy_HSA=-6.16. (3) Drug 1: C1=NC2=C(N1)C(=S)N=CN2. Drug 2: B(C(CC(C)C)NC(=O)C(CC1=CC=CC=C1)NC(=O)C2=NC=CN=C2)(O)O. Cell line: NCIH23. Synergy scores: CSS=35.3, Synergy_ZIP=-5.56, Synergy_Bliss=-1.48, Synergy_Loewe=-16.5, Synergy_HSA=-1.29. (4) Drug 1: C1=CC(=CC=C1C#N)C(C2=CC=C(C=C2)C#N)N3C=NC=N3. Drug 2: CCC1(CC2CC(C3=C(CCN(C2)C1)C4=CC=CC=C4N3)(C5=C(C=C6C(=C5)C78CCN9C7C(C=CC9)(C(C(C8N6C)(C(=O)OC)O)OC(=O)C)CC)OC)C(=O)OC)O.OS(=O)(=O)O. Cell line: NCI-H460. Synergy scores: CSS=3.78, Synergy_ZIP=-3.54, Synergy_Bliss=-2.08, Synergy_Loewe=-1.78, Synergy_HSA=-1.78. (5) Drug 1: COC1=C2C(=CC3=C1OC=C3)C=CC(=O)O2. Drug 2: C1CNP(=O)(OC1)N(CCCl)CCCl. Cell line: IGROV1. Synergy scores: CSS=-3.91, Synergy_ZIP=1.32, Synergy_Bliss=-1.96, Synergy_Loewe=-4.87, Synergy_HSA=-5.31. (6) Drug 1: C1=C(C(=O)NC(=O)N1)N(CCCl)CCCl. Drug 2: C(CC(=O)O)C(=O)CN.Cl. Cell line: NCI-H522. Synergy scores: CSS=27.0, Synergy_ZIP=-8.08, Synergy_Bliss=1.29, Synergy_Loewe=-5.21, Synergy_HSA=3.56. (7) Drug 1: CC1=C(C=C(C=C1)NC2=NC=CC(=N2)N(C)C3=CC4=NN(C(=C4C=C3)C)C)S(=O)(=O)N.Cl. Drug 2: CC1C(C(CC(O1)OC2CC(CC3=C2C(=C4C(=C3O)C(=O)C5=C(C4=O)C(=CC=C5)OC)O)(C(=O)C)O)N)O.Cl. Cell line: OVCAR-8. Synergy scores: CSS=40.6, Synergy_ZIP=6.73, Synergy_Bliss=9.89, Synergy_Loewe=4.19, Synergy_HSA=9.17. (8) Drug 1: C1=CC(=C2C(=C1NCCNCCO)C(=O)C3=C(C=CC(=C3C2=O)O)O)NCCNCCO. Drug 2: CN(C(=O)NC(C=O)C(C(C(CO)O)O)O)N=O. Cell line: SK-MEL-2. Synergy scores: CSS=52.9, Synergy_ZIP=-3.08, Synergy_Bliss=-5.43, Synergy_Loewe=-62.1, Synergy_HSA=-3.21. (9) Drug 1: C1=NC(=NC(=O)N1C2C(C(C(O2)CO)O)O)N. Drug 2: CNC(=O)C1=NC=CC(=C1)OC2=CC=C(C=C2)NC(=O)NC3=CC(=C(C=C3)Cl)C(F)(F)F. Cell line: A549. Synergy scores: CSS=6.54, Synergy_ZIP=-2.17, Synergy_Bliss=-3.33, Synergy_Loewe=-18.3, Synergy_HSA=-5.31. (10) Drug 1: CCCCCOC(=O)NC1=NC(=O)N(C=C1F)C2C(C(C(O2)C)O)O. Drug 2: C1CC(=O)NC(=O)C1N2C(=O)C3=CC=CC=C3C2=O. Cell line: HCT-15. Synergy scores: CSS=-9.17, Synergy_ZIP=7.96, Synergy_Bliss=0.969, Synergy_Loewe=-6.99, Synergy_HSA=-12.5.